Dataset: Reaction yield outcomes from USPTO patents with 853,638 reactions. Task: Predict the reaction yield, written as a fraction of the theoretical maximum amount of product (1.0 means a 100% yield; for example, 0.34 means a 34% yield). (1) The product is [CH2:17]([N:4]([CH2:1][CH2:2][CH3:3])[S:5]([C:8]1[CH:9]=[CH:10][C:11]([C:12]([NH:24][C:25]2[S:26][C:27]3[C:33]([C:34]4[CH:39]=[CH:38][CH:37]=[CH:36][CH:35]=4)=[CH:32][CH:31]=[C:30]([O:40][CH3:41])[C:28]=3[N:29]=2)=[O:14])=[CH:15][CH:16]=1)(=[O:6])=[O:7])[CH2:18][CH3:19]. The reactants are [CH2:1]([N:4]([CH2:17][CH2:18][CH3:19])[S:5]([C:8]1[CH:16]=[CH:15][C:11]([C:12]([OH:14])=O)=[CH:10][CH:9]=1)(=[O:7])=[O:6])[CH2:2][CH3:3].S(Cl)(Cl)=O.[NH2:24][C:25]1[S:26][C:27]2[C:33]([C:34]3[CH:39]=[CH:38][CH:37]=[CH:36][CH:35]=3)=[CH:32][CH:31]=[C:30]([O:40][CH3:41])[C:28]=2[N:29]=1.C(N(CC)CC)C. The yield is 0.920. The catalyst is C1(C)C=CC=CC=1.CN(C1C=CN=CC=1)C. (2) The reactants are [CH:1]1([CH2:6][C@@H:7]([C:16]([N:18]2[CH:22]([C:23]([NH:25][C:26]3[CH:31]=[CH:30][CH:29]=[C:28]([CH2:32][CH3:33])[N:27]=3)=[O:24])[CH2:21][CH:20]=[N:19]2)=[O:17])[CH2:8][C:9]([O:11]C(C)(C)C)=[O:10])[CH2:5][CH2:4][CH2:3][CH2:2]1.Cl. The catalyst is O1CCOCC1. The product is [CH:1]1([CH2:6][C@@H:7]([C:16]([N:18]2[CH:22]([C:23]([NH:25][C:26]3[CH:31]=[CH:30][CH:29]=[C:28]([CH2:32][CH3:33])[N:27]=3)=[O:24])[CH2:21][CH:20]=[N:19]2)=[O:17])[CH2:8][C:9]([OH:11])=[O:10])[CH2:5][CH2:4][CH2:3][CH2:2]1. The yield is 1.00. (3) The reactants are [NH2:1][C:2]1[CH:3]=[CH:4][CH:5]=[C:6]2[C:11]=1[N:10]=[CH:9][CH:8]=[CH:7]2.Cl[S:13]([C:16]1[CH:25]=[CH:24][CH:23]=[CH:22][C:17]=1[C:18]([O:20][CH3:21])=[O:19])(=[O:15])=[O:14]. The catalyst is CN(C1C=CN=CC=1)C. The product is [CH3:21][O:20][C:18](=[O:19])[C:17]1[CH:22]=[CH:23][CH:24]=[CH:25][C:16]=1[S:13](=[O:14])(=[O:15])[NH:1][C:2]1[CH:3]=[CH:4][CH:5]=[C:6]2[C:11]=1[N:10]=[CH:9][CH:8]=[CH:7]2. The yield is 0.350. (4) The reactants are [Cl:1][C:2]1[CH:7]=[C:6]([Cl:8])[CH:5]=[CH:4][C:3]=1[C@H:9]([N:11]1[C:19]2[C:14](=[CH:15][CH:16]=[C:17]([N:20]3[CH2:25][CH2:24][NH:23][C@H:22]([CH3:26])[CH2:21]3)[CH:18]=2)[CH:13]=[N:12]1)[CH3:10].C(OC([N:34]1[CH2:38][CH2:37][CH2:36][C@@H:35]1[C:39](O)=[O:40])=O)(C)(C)C.CN(C(ON1N=NC2C=CC=NC1=2)=[N+](C)C)C.F[P-](F)(F)(F)(F)F.CCN(CC)CC. The catalyst is ClCCl. The product is [Cl:1][C:2]1[CH:7]=[C:6]([Cl:8])[CH:5]=[CH:4][C:3]=1[C@H:9]([N:11]1[C:19]2[C:14](=[CH:15][CH:16]=[C:17]([N:20]3[CH2:25][CH2:24][N:23]([C:39]([C@H:35]4[CH2:36][CH2:37][CH2:38][NH:34]4)=[O:40])[C@H:22]([CH3:26])[CH2:21]3)[CH:18]=2)[CH:13]=[N:12]1)[CH3:10]. The yield is 0.110. (5) The reactants are [Si:1]([O:8][C:9]1[CH:15]=[C:14]([N+:16]([O-:18])=[O:17])[CH:13]=[CH:12][C:10]=1[NH2:11])([C:4]([CH3:7])([CH3:6])[CH3:5])([CH3:3])[CH3:2].C([O-])(O)=O.[Na+].[C:24](Cl)(Cl)=[S:25]. The catalyst is C(Cl)(Cl)Cl.O. The product is [Si:1]([O:8][C:9]1[CH:15]=[C:14]([N+:16]([O-:18])=[O:17])[CH:13]=[CH:12][C:10]=1[NH:11][C:24]([NH:11][C:10]1[CH:12]=[CH:13][CH:14]=[CH:15][CH:9]=1)=[S:25])([C:4]([CH3:7])([CH3:6])[CH3:5])([CH3:3])[CH3:2]. The yield is 0.980. (6) The reactants are [F:1][C:2]1[CH:7]=[CH:6][CH:5]=[CH:4][C:3]=1[C:8]1([CH:14]([C:16]2[CH:28]=[CH:27][C:19]3[N:20]=[C:21]([NH:23][CH:24]([CH3:26])[CH3:25])[S:22][C:18]=3[CH:17]=2)[OH:15])SCCCS1.C[OH:30].C(Cl)Cl. The catalyst is C(#N)C.O.CCOC(C)=O. The product is [F:1][C:2]1[CH:7]=[CH:6][CH:5]=[CH:4][C:3]=1[C:8](=[O:30])[CH:14]([OH:15])[C:16]1[CH:28]=[CH:27][C:19]2[N:20]=[C:21]([NH:23][CH:24]([CH3:26])[CH3:25])[S:22][C:18]=2[CH:17]=1. The yield is 0.200. (7) The reactants are [CH:1]([C:3]1[CH:36]=[CH:35][C:6]([CH2:7][N:8]2[C:13](=[N:14][C:15]3[CH:20]=[CH:19][C:18]([O:21][CH:22]([CH3:24])[CH3:23])=[C:17]([CH3:25])[CH:16]=3)[NH:12][C:11](=[O:26])[N:10]([CH2:27][C@@H:28]([C:30]([O:32]C)=[O:31])[CH3:29])[C:9]2=[O:34])=[CH:5][CH:4]=1)=[CH2:2].CO.[OH-].[Li+].C(O)(=O)CC(CC(O)=O)(C(O)=O)O. The catalyst is C1COCC1. The product is [CH:1]([C:3]1[CH:4]=[CH:5][C:6]([CH2:7][N:8]2[C:13](=[N:14][C:15]3[CH:20]=[CH:19][C:18]([O:21][CH:22]([CH3:24])[CH3:23])=[C:17]([CH3:25])[CH:16]=3)[NH:12][C:11](=[O:26])[N:10]([CH2:27][C@@H:28]([C:30]([OH:32])=[O:31])[CH3:29])[C:9]2=[O:34])=[CH:35][CH:36]=1)=[CH2:2]. The yield is 0.740.